From a dataset of Reaction yield outcomes from USPTO patents with 853,638 reactions. Predict the reaction yield, written as a fraction of the theoretical maximum amount of product (1.0 means a 100% yield; for example, 0.34 means a 34% yield). (1) The reactants are C([NH:9][C:10]([NH:12][C:13]1[S:14][C:15]2[C:21]([C:22]3[CH:27]=[CH:26][CH:25]=[CH:24][CH:23]=3)=[CH:20][CH:19]=[C:18]([O:28][CH3:29])[C:16]=2[N:17]=1)=[S:11])(=O)C1C=CC=CC=1.C1COCC1.C[O-].[Na+]. The catalyst is CO. The product is [CH3:29][O:28][C:18]1[C:16]2[N:17]=[C:13]([NH:12][C:10]([NH2:9])=[S:11])[S:14][C:15]=2[C:21]([C:22]2[CH:27]=[CH:26][CH:25]=[CH:24][CH:23]=2)=[CH:20][CH:19]=1. The yield is 0.870. (2) The reactants are [N+:1]([C:4]1[CH:5]=[N:6][C:7]2[C:12]([C:13]=1[NH:14][CH2:15][C:16]1([NH:22][C:23](=[O:29])[O:24][C:25]([CH3:28])([CH3:27])[CH3:26])[CH2:21][CH2:20][CH2:19][CH2:18][CH2:17]1)=[CH:11][CH:10]=[CH:9][CH:8]=2)([O-])=O. The catalyst is [Pt].C1(C)C=CC=CC=1.C(O)C. The product is [NH2:1][C:4]1[CH:5]=[N:6][C:7]2[C:12]([C:13]=1[NH:14][CH2:15][C:16]1([NH:22][C:23](=[O:29])[O:24][C:25]([CH3:27])([CH3:26])[CH3:28])[CH2:21][CH2:20][CH2:19][CH2:18][CH2:17]1)=[CH:11][CH:10]=[CH:9][CH:8]=2. The yield is 1.00. (3) The reactants are [Br:1][C:2]1[CH:7]=[CH:6][C:5]([NH:8][C:9]2[N:10]([CH3:32])[C:11](=[O:31])[C:12]([CH3:30])=[CH:13][C:14]=2[C:15]([NH:17][O:18][CH2:19][C@@H:20]([O:22][Si](C(C)(C)C)(C)C)[CH3:21])=[O:16])=[C:4]([F:33])[CH:3]=1.Cl. The catalyst is C1COCC1.CCOC(C)=O. The product is [Br:1][C:2]1[CH:7]=[CH:6][C:5]([NH:8][C:9]2[N:10]([CH3:32])[C:11](=[O:31])[C:12]([CH3:30])=[CH:13][C:14]=2[C:15]([NH:17][O:18][CH2:19][C@@H:20]([OH:22])[CH3:21])=[O:16])=[C:4]([F:33])[CH:3]=1. The yield is 0.690. (4) The reactants are Cl[C:2]1[N:7]=[C:6]([C:8]2[N:12]3[CH:13]=[CH:14][CH:15]=[C:16]([F:17])[C:11]3=[N:10][C:9]=2[C:18]2[CH:19]=[C:20]([CH:32]=[CH:33][CH:34]=2)[C:21]([NH:23][C:24]2[C:29]([F:30])=[CH:28][CH:27]=[CH:26][C:25]=2[F:31])=[O:22])[CH:5]=[CH:4][N:3]=1.[CH3:35][O:36][C:37]1[CH:43]=[C:42]([N:44]2[CH2:49][CH2:48][CH:47]([N:50]3[CH2:55][CH2:54][N:53]([S:56]([CH3:59])(=[O:58])=[O:57])[CH2:52][CH2:51]3)[CH2:46][CH2:45]2)[CH:41]=[CH:40][C:38]=1[NH2:39].Cl.O1CCOCC1.C[O-].[Na+]. The catalyst is FC(F)(F)CO.CO.C(Cl)Cl.CCCCCC. The product is [F:31][C:25]1[CH:26]=[CH:27][CH:28]=[C:29]([F:30])[C:24]=1[NH:23][C:21](=[O:22])[C:20]1[CH:32]=[CH:33][CH:34]=[C:18]([C:9]2[N:10]=[C:11]3[C:16]([F:17])=[CH:15][CH:14]=[CH:13][N:12]3[C:8]=2[C:6]2[CH:5]=[CH:4][N:3]=[C:2]([NH:39][C:38]3[CH:40]=[CH:41][C:42]([N:44]4[CH2:49][CH2:48][CH:47]([N:50]5[CH2:55][CH2:54][N:53]([S:56]([CH3:59])(=[O:58])=[O:57])[CH2:52][CH2:51]5)[CH2:46][CH2:45]4)=[CH:43][C:37]=3[O:36][CH3:35])[N:7]=2)[CH:19]=1. The yield is 0.830. (5) The reactants are C[Si](C)(C)N[Si](C)(C)C.[Li].[N:11]1[CH:16]=[CH:15][C:14]([CH2:17][N:18]2[C:23](=[O:24])[CH:22]=[C:21]3[S:25][CH:26]=[CH:27][N:20]3[C:19]2=[O:28])=[CH:13][CH:12]=1.[CH2:29]([N:36]=[C:37]=[O:38])[C:30]1[CH:35]=[CH:34][CH:33]=[CH:32][CH:31]=1.[Cl-].[NH4+]. The product is [CH2:29]([NH:36][C:37]([C:26]1[S:25][C:21]2[N:20]([C:19](=[O:28])[N:18]([CH2:17][C:14]3[CH:15]=[CH:16][N:11]=[CH:12][CH:13]=3)[C:23](=[O:24])[CH:22]=2)[CH:27]=1)=[O:38])[C:30]1[CH:35]=[CH:34][CH:33]=[CH:32][CH:31]=1. The yield is 0.490. The catalyst is O1CCCC1.CCOC(C)=O.